This data is from Full USPTO retrosynthesis dataset with 1.9M reactions from patents (1976-2016). The task is: Predict the reactants needed to synthesize the given product. (1) Given the product [CH3:8][O:7][N:5]([CH3:6])[C:3](=[O:4])[CH:2]=[CH:12][CH2:11][CH2:10][CH:15]=[CH2:14], predict the reactants needed to synthesize it. The reactants are: Cl[CH2:2][C:3]([N:5]([O:7][CH3:8])[CH3:6])=[O:4].S[C:10]1[CH:11]=[C:12](O)C=[CH:14][CH:15]=1.C([O-])([O-])=O.[K+].[K+].OO.C(O[K])(C)(C)C.ICCCC=C. (2) Given the product [CH3:22][O:23][C:24]1[CH:25]=[C:26]([NH:36][C:2]2[CH:3]=[CH:4][C:5]3[CH2:6][N:7]([CH2:19][CH2:20][OH:21])[CH2:8][C@@H:9]([C:13]4[CH:18]=[CH:17][CH:16]=[CH:15][CH:14]=4)[O:10][C:11]=3[N:12]=2)[CH:27]=[N:28][C:29]=1[N:30]1[CH:34]=[C:33]([CH3:35])[N:32]=[CH:31]1, predict the reactants needed to synthesize it. The reactants are: Cl[C:2]1[CH:3]=[CH:4][C:5]2[CH2:6][N:7]([CH2:19][CH2:20][OH:21])[CH2:8][C@@H:9]([C:13]3[CH:18]=[CH:17][CH:16]=[CH:15][CH:14]=3)[O:10][C:11]=2[N:12]=1.[CH3:22][O:23][C:24]1[CH:25]=[C:26]([NH2:36])[CH:27]=[N:28][C:29]=1[N:30]1[CH:34]=[C:33]([CH3:35])[N:32]=[CH:31]1.C1(P(C2CCCCC2)C2C=CC=CC=2C2C=CC=CC=2)CCCCC1.C(=O)([O-])[O-].[Cs+].[Cs+].